From a dataset of Catalyst prediction with 721,799 reactions and 888 catalyst types from USPTO. Predict which catalyst facilitates the given reaction. (1) Reactant: Cl[S:2]([C:5]1[CH:13]=[CH:12][C:8]([CH2:9][CH2:10][Br:11])=[CH:7][CH:6]=1)(=[O:4])=[O:3].[CH3:14][NH2:15]. Product: [CH3:14][NH:15][S:2]([C:5]1[CH:13]=[CH:12][C:8]([CH2:9][CH2:10][Br:11])=[CH:7][CH:6]=1)(=[O:4])=[O:3]. The catalyst class is: 7. (2) Reactant: [C:1]([OH:4])(=[O:3])[CH3:2].[CH:5]1[C:6]([CH2:14][C@@H:15]([NH2:32])[CH2:16][C:17]([N:19]2[CH2:31][C:23]3=[N:24][N:25]=[C:26]([C:27]([F:30])([F:29])[F:28])[N:22]3[CH2:21][CH2:20]2)=[O:18])=[C:7]([F:13])[CH:8]=[C:9]([F:12])[C:10]=1[F:11]. Product: [CH:5]1[C:6]([CH2:14][C@@H:15]([NH2:32])[CH2:16][C:17]([N:19]2[CH2:31][C:23]3=[N:24][N:25]=[C:26]([C:27]([F:30])([F:29])[F:28])[N:22]3[CH2:21][CH2:20]2)=[O:18])=[C:7]([F:13])[CH:8]=[C:9]([F:12])[C:10]=1[F:11].[C:1]([O-:4])(=[O:3])[CH3:2]. The catalyst class is: 5. (3) The catalyst class is: 57. Reactant: [Cl:1][C:2]1[C:3]([CH3:24])=[C:4]([CH2:8][NH:9][C:10]2[N:11]=[C:12]([N:18]3[CH2:23][CH2:22][O:21][CH2:20][CH2:19]3)[S:13][C:14]=2[C:15]([NH2:17])=[O:16])[CH:5]=[CH:6][CH:7]=1.[CH3:25][S:26][CH2:27][C:28](Cl)=O. Product: [Cl:1][C:2]1[C:3]([CH3:24])=[C:4]([CH2:8][N:9]2[C:10]3[N:11]=[C:12]([N:18]4[CH2:19][CH2:20][O:21][CH2:22][CH2:23]4)[S:13][C:14]=3[C:15](=[O:16])[N:17]=[C:28]2[CH2:27][S:26][CH3:25])[CH:5]=[CH:6][CH:7]=1. (4) Product: [ClH:19].[Cl:20][C:14]1[CH:15]=[CH:16][CH:17]=[C:18]([Cl:19])[C:13]=1[NH:12][C:10]1[NH:9][C:8]2=[CH:7][S:6][CH:5]=[C:4]2[N:3]=1. The catalyst class is: 162. Reactant: CI.[NH2:3][C:4]1[C:8]([NH:9][C:10]([NH:12][C:13]2[C:18]([Cl:19])=[CH:17][CH:16]=[CH:15][C:14]=2[Cl:20])=S)=[CH:7][S:6][CH:5]=1.Cl.CC(C)=O. (5) Reactant: [CH:1]([C:3]1[C:4]([NH:9]C(=O)C(C)(C)C)=[N:5][CH:6]=[CH:7][CH:8]=1)=O.[C:16]([O:24][CH2:25][CH3:26])(=[O:23])[CH2:17][C:18]([O:20]CC)=O.N1CCCC1. Product: [O:20]=[C:18]1[C:17]([C:16]([O:24][CH2:25][CH3:26])=[O:23])=[CH:1][C:3]2[C:4](=[N:5][CH:6]=[CH:7][CH:8]=2)[NH:9]1. The catalyst class is: 8. (6) Reactant: [N+:1]([C:4]1[CH:12]=[C:8]([C:9]([OH:11])=[O:10])[C:7]([OH:13])=[CH:6][CH:5]=1)([O-:3])=[O:2].[CH3:14]O. Product: [N+:1]([C:4]1[CH:12]=[C:8]([C:9]([O:11][CH3:14])=[O:10])[C:7]([OH:13])=[CH:6][CH:5]=1)([O-:3])=[O:2]. The catalyst class is: 65. (7) Reactant: [C:1]12([NH:11][C:12]([C:14]3[N:15]=[C:16]([CH:23]4[CH2:27][CH2:26][CH2:25][N:24]4C(OCC4C=CC=CC=4)=O)[N:17]4[CH:22]=[CH:21][CH:20]=[CH:19][C:18]=34)=[O:13])[CH2:10][CH:5]3[CH2:6][CH:7]([CH2:9][CH:3]([CH2:4]3)[CH2:2]1)[CH2:8]2.I[Si](C)(C)C.Cl.CCOCC. Product: [C:1]12([NH:11][C:12]([C:14]3[N:15]=[C:16]([CH:23]4[CH2:27][CH2:26][CH2:25][NH:24]4)[N:17]4[CH:22]=[CH:21][CH:20]=[CH:19][C:18]=34)=[O:13])[CH2:10][CH:5]3[CH2:6][CH:7]([CH2:9][CH:3]([CH2:4]3)[CH2:2]1)[CH2:8]2. The catalyst class is: 23.